This data is from CYP1A2 inhibition data for predicting drug metabolism from PubChem BioAssay. The task is: Regression/Classification. Given a drug SMILES string, predict its absorption, distribution, metabolism, or excretion properties. Task type varies by dataset: regression for continuous measurements (e.g., permeability, clearance, half-life) or binary classification for categorical outcomes (e.g., BBB penetration, CYP inhibition). Dataset: cyp1a2_veith. The compound is CC(C)CN(CC(C)C)C1=N/C(=C\c2ccco2)C(=O)N1c1ccccc1. The result is 0 (non-inhibitor).